This data is from Reaction yield outcomes from USPTO patents with 853,638 reactions. The task is: Predict the reaction yield, written as a fraction of the theoretical maximum amount of product (1.0 means a 100% yield; for example, 0.34 means a 34% yield). (1) The reactants are [Cl:1][C:2]1[CH:7]=[C:6]([O:8][CH3:9])[CH:5]=[CH:4][C:3]=1[CH2:10][C:11]([C:13]1[CH:14]=[CH:15][C:16]2[O:20][C:19](=[O:21])[N:18]([CH3:22])[C:17]=2[CH:23]=1)=[O:12].[H-].[Na+].[CH3:26]I. The yield is 0.760. The product is [Cl:1][C:2]1[CH:7]=[C:6]([O:8][CH3:9])[CH:5]=[CH:4][C:3]=1[CH:10]([CH3:26])[C:11]([C:13]1[CH:14]=[CH:15][C:16]2[O:20][C:19](=[O:21])[N:18]([CH3:22])[C:17]=2[CH:23]=1)=[O:12]. The catalyst is CN(C=O)C. (2) The reactants are [N:1]1[CH:2]=[N:3][N:4]2[CH:9]=[C:8]([C:10]3[NH:14][C:13]([C:15]4([CH2:28][CH2:29][O:30][CH3:31])[CH2:20][CH2:19][N:18](C(OC(C)(C)C)=O)[CH2:17][CH2:16]4)=[N:12][C:11]=3[C:32]3[CH:37]=[CH:36][C:35]([F:38])=[C:34]([CH3:39])[N:33]=3)[CH:7]=[CH:6][C:5]=12.C(Cl)Cl.B(Br)(Br)Br.C([O-])(O)=O.[Na+]. The catalyst is CCCCCC. The product is [F:38][C:35]1[CH:36]=[CH:37][C:32]([C:11]2[N:12]=[C:13]([C:15]3([CH2:28][CH2:29][O:30][CH3:31])[CH2:20][CH2:19][NH:18][CH2:17][CH2:16]3)[NH:14][C:10]=2[C:8]2[CH:7]=[CH:6][C:5]3[N:4]([N:3]=[CH:2][N:1]=3)[CH:9]=2)=[N:33][C:34]=1[CH3:39]. The yield is 0.520. (3) The reactants are [Br-].[Li+].C[O:4][C:5](=[O:19])[CH:6]([CH2:15][CH:16]([CH3:18])[CH3:17])[CH2:7][C:8]([O:10][C:11]([CH3:14])([CH3:13])[CH3:12])=[O:9]. The catalyst is CC(C)=O. The product is [C:11]([O:10][C:8](=[O:9])[CH2:7][CH:6]([CH2:15][CH:16]([CH3:17])[CH3:18])[C:5]([OH:19])=[O:4])([CH3:14])([CH3:13])[CH3:12]. The yield is 0.970. (4) The reactants are [F:1][C:2]1[CH:3]=[C:4]([NH:9][CH:10]([C:12]2[CH:13]=[C:14]([C:30]([OH:32])=O)[CH:15]=[C:16]3[C:21]=2[O:20][C:19]([N:22]2[CH2:27][CH2:26][O:25][CH2:24][C@@H:23]2[CH3:28])=[CH:18][C:17]3=[O:29])[CH3:11])[CH:5]=[C:6]([F:8])[CH:7]=1.[CH3:33][NH:34][CH3:35].CN1CCOCC1. The catalyst is CN(C=O)C. The product is [F:8][C:6]1[CH:5]=[C:4]([NH:9][CH:10]([C:12]2[CH:13]=[C:14]([C:30]([N:34]([CH3:35])[CH3:33])=[O:32])[CH:15]=[C:16]3[C:21]=2[O:20][C:19]([N:22]2[CH2:27][CH2:26][O:25][CH2:24][C@@H:23]2[CH3:28])=[CH:18][C:17]3=[O:29])[CH3:11])[CH:3]=[C:2]([F:1])[CH:7]=1. The yield is 0.610. (5) The product is [CH:1]1([C:4]([NH:6][C:7]2[N:8]=[C:9]3[CH:14]=[CH:13][C:12]([O:15][C:16]4[CH:17]=[C:18]([CH:22]=[CH:23][CH:24]=4)[C:19]([NH:42][C:41]4[CH:43]=[CH:44][CH:45]=[C:39]([C:38]([F:37])([F:46])[F:47])[CH:40]=4)=[O:20])=[N:11][N:10]3[CH:25]=2)=[O:5])[CH2:3][CH2:2]1. The yield is 0.0890. The catalyst is CN(C)C=O.CN1CCCC1=O. The reactants are [CH:1]1([C:4]([NH:6][C:7]2[N:8]=[C:9]3[CH:14]=[CH:13][C:12]([O:15][C:16]4[CH:17]=[C:18]([CH:22]=[CH:23][CH:24]=4)[C:19](O)=[O:20])=[N:11][N:10]3[CH:25]=2)=[O:5])[CH2:3][CH2:2]1.C(Cl)(=O)C(Cl)=O.O1CCCC1.[F:37][C:38]([F:47])([F:46])[C:39]1[CH:40]=[C:41]([CH:43]=[CH:44][CH:45]=1)[NH2:42]. (6) The reactants are Br[C:2]1[CH:3]=[C:4]([NH:10][C:11]2[N:16]=[C:15]([O:17][CH2:18][CH2:19][N:20]([CH3:25])[C:21](=[O:24])[CH:22]=[CH2:23])[CH:14]=[CH:13][CH:12]=2)[C:5](=[O:9])[N:6]([CH3:8])[CH:7]=1.[C:26]([O:29][CH2:30][C:31]1[C:36](B2OC(C)(C)C(C)(C)O2)=[CH:35][C:34]([F:46])=[CH:33][C:32]=1[N:47]1[C:59](=[O:60])[C:58]2[S:57][C:56]3[CH2:55][CH2:54][CH2:53][CH2:52][C:51]=3[C:50]=2[CH:49]=[N:48]1)(=[O:28])[CH3:27].[O-]P([O-])([O-])=O.[K+].[K+].[K+]. The catalyst is C(#N)C.O.C1C=CC(P(C2C=CC=CC=2)[C-]2C=CC=C2)=CC=1.C1C=CC(P(C2C=CC=CC=2)[C-]2C=CC=C2)=CC=1.Cl[Pd]Cl.[Fe+2]. The product is [F:46][C:34]1[CH:33]=[C:32]([N:47]2[C:59](=[O:60])[C:58]3[S:57][C:56]4[CH2:55][CH2:54][CH2:53][CH2:52][C:51]=4[C:50]=3[CH:49]=[N:48]2)[C:31]([CH2:30][O:29][C:26](=[O:28])[CH3:27])=[C:36]([C:2]2[CH:3]=[C:4]([NH:10][C:11]3[N:16]=[C:15]([O:17][CH2:18][CH2:19][N:20]([CH3:25])[C:21](=[O:24])[CH:22]=[CH2:23])[CH:14]=[CH:13][CH:12]=3)[C:5](=[O:9])[N:6]([CH3:8])[CH:7]=2)[CH:35]=1. The yield is 0.570. (7) The reactants are [CH:1]1[CH:2]=[CH:3][C:4]2N(O)N=[N:7][C:5]=2C=1.[Cl:11][C:12]1[CH:17]=[CH:16][C:15]([C:18]2[N:19]=[C:20]([CH2:23][C:24]([OH:26])=O)[S:21][CH:22]=2)=[CH:14][CH:13]=1.Cl.C12CC1CNC2.C(Cl)CCl.C(N(CC)CC)C. The catalyst is CN(C=O)C. The product is [CH:4]12[CH2:3][CH:2]1[CH2:1][N:7]([C:24](=[O:26])[CH2:23][C:20]1[S:21][CH:22]=[C:18]([C:15]3[CH:14]=[CH:13][C:12]([Cl:11])=[CH:17][CH:16]=3)[N:19]=1)[CH2:5]2. The yield is 0.716.